This data is from Catalyst prediction with 721,799 reactions and 888 catalyst types from USPTO. The task is: Predict which catalyst facilitates the given reaction. (1) Reactant: [O:1]1[C:5]2[CH:6]=[CH:7][C:8](/[C:10](=[N:25]/O)/[NH:11][C:12](=[O:24])[CH2:13][CH:14]3[CH2:19][CH2:18][N:17]([CH:20]4[CH2:23][CH2:22][CH2:21]4)[CH2:16][CH2:15]3)=[CH:9][C:4]=2[O:3][CH2:2]1. Product: [O:1]1[C:5]2[CH:6]=[CH:7][C:8]([C:10]3[N:11]=[C:12]([CH2:13][CH:14]4[CH2:15][CH2:16][N:17]([CH:20]5[CH2:23][CH2:22][CH2:21]5)[CH2:18][CH2:19]4)[O:24][N:25]=3)=[CH:9][C:4]=2[O:3][CH2:2]1. The catalyst class is: 9. (2) Reactant: [NH:1]1[C:9]2[C:4](=[CH:5][CH:6]=[CH:7][C:8]=2[CH:10]=[CH:11][C:12]([O:14]C)=[O:13])[CH:3]=[CH:2]1.[Li+].[OH-].Cl. Product: [NH:1]1[C:9]2[C:4](=[CH:5][CH:6]=[CH:7][C:8]=2[CH:10]=[CH:11][C:12]([OH:14])=[O:13])[CH:3]=[CH:2]1. The catalyst class is: 1. (3) Reactant: [C:1]([OH:10])(=[O:9])[C@@H:2]([C@H:4]([C:6]([OH:8])=[O:7])[OH:5])[OH:3].[S:11]1[CH2:15][CH2:14][NH:13][CH:12]1[C:16]([O:18][CH2:19][CH3:20])=[O:17]. Product: [C:1]([OH:10])(=[O:9])[C@@H:2]([C@H:4]([C:6]([OH:8])=[O:7])[OH:5])[OH:3].[S:11]1[CH2:15][CH2:14][NH:13][C@@H:12]1[C:16]([O:18][CH2:19][CH3:20])=[O:17]. The catalyst class is: 621.